This data is from Catalyst prediction with 721,799 reactions and 888 catalyst types from USPTO. The task is: Predict which catalyst facilitates the given reaction. (1) Reactant: Cl.[CH2:2]([O:4][C:5](=[O:8])[CH2:6][NH2:7])[CH3:3].CCN(CC)CC.CN(C(ON1N=NC2C=CC=CC1=2)=[N+](C)C)C.F[P-](F)(F)(F)(F)F.[Cl:40][C:41]1[C:49]2[C:44](=[CH:45][CH:46]=[C:47]([O:50][C:51]3[CH:56]=[CH:55][C:54]([C:57]([F:60])([F:59])[F:58])=[CH:53][CH:52]=3)[CH:48]=2)[N:43]([C:61]2[CH:66]=[CH:65][C:64]([O:67][CH:68]([CH3:70])[CH3:69])=[CH:63][CH:62]=2)[C:42]=1[C:71](O)=[O:72]. Product: [CH2:2]([O:4][C:5](=[O:8])[CH2:6][NH:7][C:71]([C:42]1[N:43]([C:61]2[CH:62]=[CH:63][C:64]([O:67][CH:68]([CH3:70])[CH3:69])=[CH:65][CH:66]=2)[C:44]2[C:49]([C:41]=1[Cl:40])=[CH:48][C:47]([O:50][C:51]1[CH:52]=[CH:53][C:54]([C:57]([F:60])([F:59])[F:58])=[CH:55][CH:56]=1)=[CH:46][CH:45]=2)=[O:72])[CH3:3]. The catalyst class is: 23. (2) Reactant: [F:1][C@@H:2]1[CH2:6][N:5]([C:7]([C:9]2[C:10]([C:16]3[CH:21]=[CH:20][C:19]([O:22][CH2:23][CH:24]4[CH2:29][CH2:28][N:27]([CH2:30][C:31]([F:34])([CH3:33])[CH3:32])[CH2:26][CH2:25]4)=[CH:18][CH:17]=3)=[CH:11][CH:12]=[CH:13][C:14]=2[F:15])=[O:8])[C@H:4]([C:35](O)=[O:36])[CH2:3]1.[Cl-].[NH4+].C(Cl)CCl.C1C=CC2N(O)N=[N:50]C=2C=1.CCN(C(C)C)C(C)C. The catalyst class is: 3. Product: [F:1][C@@H:2]1[CH2:6][N:5]([C:7]([C:9]2[C:10]([C:16]3[CH:21]=[CH:20][C:19]([O:22][CH2:23][CH:24]4[CH2:25][CH2:26][N:27]([CH2:30][C:31]([F:34])([CH3:32])[CH3:33])[CH2:28][CH2:29]4)=[CH:18][CH:17]=3)=[CH:11][CH:12]=[CH:13][C:14]=2[F:15])=[O:8])[C@H:4]([C:35]([NH2:50])=[O:36])[CH2:3]1. (3) Reactant: [Cl:1][C:2]1[CH:7]=[CH:6][C:5]([C:8]2([CH3:22])[CH:12]([C:13]3[CH:18]=[CH:17][C:16]([Cl:19])=[CH:15][CH:14]=3)[NH:11]S(=O)(=O)[NH:9]2)=[CH:4][CH:3]=1.C1(O)C=CC=CC=1. Product: [Cl:19][C:16]1[CH:17]=[CH:18][C:13]([CH:12]([NH2:11])[C:8]([C:5]2[CH:4]=[CH:3][C:2]([Cl:1])=[CH:7][CH:6]=2)([NH2:9])[CH3:22])=[CH:14][CH:15]=1. The catalyst class is: 570. (4) Reactant: [C:1]1([C:7]2[C:16]([CH2:17][O:18][CH2:19][C@@H:20]3[CH2:24][CH2:23][CH2:22][NH:21]3)=[C:15]([C:25]([NH:27][C@H:28]([C:31]3[CH:36]=[CH:35][CH:34]=[CH:33][CH:32]=3)[CH2:29][CH3:30])=[O:26])[C:14]3[C:9](=[CH:10][CH:11]=[CH:12][CH:13]=3)[N:8]=2)[CH:6]=[CH:5][CH:4]=[CH:3][CH:2]=1.[CH3:37][O:38][CH2:39][CH2:40]Br.C(=O)([O-])[O-].[K+].[K+].[Br-]. Product: [CH3:37][O:38][CH2:39][CH2:40][N:21]1[CH2:22][CH2:23][CH2:24][C@H:20]1[CH2:19][O:18][CH2:17][C:16]1[C:7]([C:1]2[CH:2]=[CH:3][CH:4]=[CH:5][CH:6]=2)=[N:8][C:9]2[C:14]([C:15]=1[C:25]([NH:27][C@H:28]([C:31]1[CH:36]=[CH:35][CH:34]=[CH:33][CH:32]=1)[CH2:29][CH3:30])=[O:26])=[CH:13][CH:12]=[CH:11][CH:10]=2. The catalyst class is: 14.